This data is from Full USPTO retrosynthesis dataset with 1.9M reactions from patents (1976-2016). The task is: Predict the reactants needed to synthesize the given product. (1) Given the product [C:1]([O:4][C:5]1[CH:13]=[CH:12][C:11]([Cl:14])=[CH:10][C:6]=1[C:7]([NH:15][C:16]1[CH:24]=[CH:23][CH:22]=[C:18]([C:19](=[O:20])[NH2:21])[CH:17]=1)=[O:9])(=[O:3])[CH3:2], predict the reactants needed to synthesize it. The reactants are: [C:1]([O:4][C:5]1[CH:13]=[CH:12][C:11]([Cl:14])=[CH:10][C:6]=1[C:7]([OH:9])=O)(=[O:3])[CH3:2].[NH2:15][C:16]1[CH:17]=[C:18]([CH:22]=[CH:23][CH:24]=1)[C:19]([NH2:21])=[O:20]. (2) Given the product [N+:12]([C:10]1[CH:9]=[C:4]([CH:3]=[C:2]([C:20]#[C:19][Si:16]([CH3:18])([CH3:17])[CH3:15])[CH:11]=1)[C:5]([O:7][CH3:8])=[O:6])([O-:14])=[O:13], predict the reactants needed to synthesize it. The reactants are: Br[C:2]1[CH:3]=[C:4]([CH:9]=[C:10]([N+:12]([O-:14])=[O:13])[CH:11]=1)[C:5]([O:7][CH3:8])=[O:6].[CH3:15][Si:16]([C:19]#[CH:20])([CH3:18])[CH3:17].C(N(CC)CC)C. (3) Given the product [ClH:37].[CH3:36][C@H:5]1[C@H:6]([CH3:35])[C@@H:7]([NH:27][C:28]2[CH:33]=[N:32][C:31]([CH3:34])=[CH:30][N:29]=2)[C:8]2[C:13](=[CH:12][CH:11]=[C:10]([CH:14]3[CH2:15][CH2:16][NH:17][CH2:18][CH2:19]3)[CH:9]=2)[N:4]1[C:1](=[O:3])[CH3:2], predict the reactants needed to synthesize it. The reactants are: [C:1]([N:4]1[C:13]2[C:8](=[CH:9][C:10]([CH:14]3[CH2:19][CH2:18][N:17](C(OC(C)(C)C)=O)[CH2:16][CH2:15]3)=[CH:11][CH:12]=2)[C@H:7]([NH:27][C:28]2[CH:33]=[N:32][C:31]([CH3:34])=[CH:30][N:29]=2)[C@@H:6]([CH3:35])[C@@H:5]1[CH3:36])(=[O:3])[CH3:2].[ClH:37]. (4) Given the product [Cl:15][C:5]1[C:4]([OH:8])=[C:3]([CH2:9][CH2:10][C:11]([O:13][CH3:14])=[O:12])[C:2]([OH:1])=[CH:7][CH:6]=1, predict the reactants needed to synthesize it. The reactants are: [OH:1][C:2]1[CH:7]=[CH:6][CH:5]=[C:4]([OH:8])[C:3]=1[CH2:9][CH2:10][C:11]([O:13][CH3:14])=[O:12].[Cl:15]N1C(=O)CCC1=O. (5) Given the product [C:22]([NH:26][C:19]([C:10]1[CH:9]=[C:8]([C:4]2[CH:3]=[C:2]([CH3:1])[CH:7]=[CH:6][N:5]=2)[N:12]([C:13]2[CH:14]=[N:15][CH:16]=[CH:17][CH:18]=2)[N:11]=1)=[O:21])([CH3:25])([CH3:24])[CH3:23], predict the reactants needed to synthesize it. The reactants are: [CH3:1][C:2]1[CH:7]=[CH:6][N:5]=[C:4]([C:8]2[N:12]([C:13]3[CH:14]=[N:15][CH:16]=[CH:17][CH:18]=3)[N:11]=[C:10]([C:19]([OH:21])=O)[CH:9]=2)[CH:3]=1.[C:22]([NH2:26])([CH3:25])([CH3:24])[CH3:23]. (6) The reactants are: [C:1]([O:9][CH2:10]C)(=[O:8])[CH2:2][C:3]([O:5][CH2:6]C)=[O:4].[H-].[Na+].Br[CH2:15][C:16]([CH3:18])=[CH2:17].[Cl-].[NH4+]. Given the product [CH3:17][C:16](=[CH2:15])[CH2:18][CH:2]([C:1]([O:9][CH3:10])=[O:8])[C:3]([O:5][CH3:6])=[O:4], predict the reactants needed to synthesize it. (7) The reactants are: Br[C:2]1[N:9]=[CH:8][CH:7]=[CH:6][C:3]=1[CH:4]=[O:5].[CH3:10][O:11][C:12]1[CH:13]=[C:14](B(O)O)[CH:15]=[CH:16][CH:17]=1. Given the product [CH3:10][O:11][C:12]1[CH:17]=[C:16]([C:2]2[N:9]=[CH:8][CH:7]=[CH:6][C:3]=2[CH:4]=[O:5])[CH:15]=[CH:14][CH:13]=1, predict the reactants needed to synthesize it.